From a dataset of Reaction yield outcomes from USPTO patents with 853,638 reactions. Predict the reaction yield, written as a fraction of the theoretical maximum amount of product (1.0 means a 100% yield; for example, 0.34 means a 34% yield). (1) The reactants are [F:1][C:2]1[C:3]([C:20]2[CH2:25][CH2:24][CH:23]([C:26]([F:29])([F:28])[F:27])[CH2:22][CH:21]=2)=[CH:4][C:5]([CH2:8][N:9]2C(=O)C3C(=CC=CC=3)C2=O)=[N:6][CH:7]=1.NN.O. The catalyst is CO. The product is [F:1][C:2]1[C:3]([C:20]2[CH2:25][CH2:24][CH:23]([C:26]([F:29])([F:27])[F:28])[CH2:22][CH:21]=2)=[CH:4][C:5]([CH2:8][NH2:9])=[N:6][CH:7]=1. The yield is 0.940. (2) The reactants are [C:1]([C:4]1[CH:9]=[CH:8][CH:7]=[CH:6][CH:5]=1)(=O)[CH3:2].[F:10][C:11]1[CH:20]=[CH:19][C:18]([F:21])=[CH:17][C:12]=1[C:13](=[S:16])[NH:14][NH2:15]. The catalyst is CCO.C(Cl)Cl. The product is [F:10][C:11]1[CH:20]=[CH:19][C:18]([F:21])=[CH:17][C:12]=1[C:13]1[S:16][C:1]([CH3:2])([C:4]2[CH:9]=[CH:8][CH:7]=[CH:6][CH:5]=2)[NH:15][N:14]=1. The yield is 0.700.